Dataset: NCI-60 drug combinations with 297,098 pairs across 59 cell lines. Task: Regression. Given two drug SMILES strings and cell line genomic features, predict the synergy score measuring deviation from expected non-interaction effect. Drug 1: C1CNP(=O)(OC1)N(CCCl)CCCl. Drug 2: CN1C(=O)N2C=NC(=C2N=N1)C(=O)N. Cell line: SK-OV-3. Synergy scores: CSS=-3.50, Synergy_ZIP=8.46, Synergy_Bliss=8.27, Synergy_Loewe=2.70, Synergy_HSA=0.302.